From a dataset of Reaction yield outcomes from USPTO patents with 853,638 reactions. Predict the reaction yield, written as a fraction of the theoretical maximum amount of product (1.0 means a 100% yield; for example, 0.34 means a 34% yield). (1) The reactants are S([N:11]1[C:15]2[N:16]=[CH:17][C:18]3[N:19]([C:20]([CH2:23][C:24]4([CH2:28][NH2:29])[CH2:27][CH2:26][CH2:25]4)=[N:21][N:22]=3)[C:14]=2[CH:13]=[CH:12]1)(C1C=CC(C)=CC=1)(=O)=O.C(OC([NH:37][C:38]1([CH2:42][C:43](O)=[O:44])CCC1)=O)(C)(C)C.CCN=C=NCCCN(C)C.Cl.Cl.C(CC(O)=O)#N.C1C=CC2N(O)N=NC=2C=1.CCN(C(C)C)C(C)C. The catalyst is O1CCOCC1.CN(C=O)C.O. The product is [C:20]1([CH2:23][C:24]2([CH2:28][NH:29][C:43](=[O:44])[CH2:42][C:38]#[N:37])[CH2:25][CH2:26][CH2:27]2)[N:19]2[C:14]3[CH:13]=[CH:12][NH:11][C:15]=3[N:16]=[CH:17][C:18]2=[N:22][N:21]=1. The yield is 0.170. (2) The reactants are [N:1]([CH2:4][C:5]1([O:34][CH3:35])[CH2:10][CH2:9][N:8]([C:11]2[C:12]3[O:33][CH:32]=[CH:31][C:13]=3[N:14]=[C:15]([NH:17][C:18]3[CH:30]=[CH:29][C:21]4[O:22][C:23]([CH3:28])([CH3:27])[C:24](=[O:26])[NH:25][C:20]=4[CH:19]=3)[N:16]=2)[CH2:7][CH2:6]1)=[N+]=[N-].N(CC1(OC)CCN(C(OC(C)(C)C)=O)CC1)=[N+]=[N-].ClC1N=C(Cl)C2OC=CC=2N=1.NC1C=CC2OC(C)(C)C(=O)NC=2C=1.C1(P(C2C=CC=CC=2)C2C=CC=CC=2)C=CC=CC=1. The catalyst is C1COCC1.O. The product is [NH2:1][CH2:4][C:5]1([O:34][CH3:35])[CH2:6][CH2:7][N:8]([C:11]2[C:12]3[O:33][CH:32]=[CH:31][C:13]=3[N:14]=[C:15]([NH:17][C:18]3[CH:30]=[CH:29][C:21]4[O:22][C:23]([CH3:27])([CH3:28])[C:24](=[O:26])[NH:25][C:20]=4[CH:19]=3)[N:16]=2)[CH2:9][CH2:10]1. The yield is 0.760. (3) The product is [Cl:22][C:17]1[CH:18]=[CH:19][CH:20]=[CH:21][C:16]=1[O:15][CH2:14][CH2:13][CH2:12][C:11]([NH:10][C:9]1[C:5]([C:3]([OH:4])=[O:2])=[CH:6][S:7][CH:8]=1)=[O:23]. The reactants are C[O:2][C:3]([C:5]1[C:9]([NH:10][C:11](=[O:23])[CH2:12][CH2:13][CH2:14][O:15][C:16]2[CH:21]=[CH:20][CH:19]=[CH:18][C:17]=2[Cl:22])=[CH:8][S:7][CH:6]=1)=[O:4].O.[OH-].[Li+]. The catalyst is O1CCCC1.O. The yield is 0.840. (4) The reactants are [OH:1][C:2]1[CH:3]=[C:4]([CH2:8][C:9]([OH:11])=[O:10])[CH:5]=[CH:6][CH:7]=1.Br[CH2:13][CH:14]1[CH2:16][CH2:15]1.[OH-].[K+]. The yield is 0.590. The product is [CH:14]1([CH2:13][O:1][C:2]2[CH:3]=[C:4]([CH2:8][C:9]([OH:11])=[O:10])[CH:5]=[CH:6][CH:7]=2)[CH2:16][CH2:15]1. The catalyst is CCO. (5) The reactants are [CH3:1][O:2][C:3]1[CH:4]=[C:5]2[C:10](=[CH:11][C:12]=1[O:13][CH3:14])[N:9]=[CH:8][N:7]=[C:6]2[CH:15]1[CH2:20][CH2:19][NH:18][CH2:17][CH2:16]1.[O:21]([C:28]1[CH:33]=[CH:32][C:31]([N:34]=[C:35]=[O:36])=[CH:30][CH:29]=1)[C:22]1[CH:27]=[CH:26][CH:25]=[CH:24][CH:23]=1. The catalyst is CN(C=O)C. The product is [O:21]([C:28]1[CH:29]=[CH:30][C:31]([NH:34][C:35]([N:18]2[CH2:19][CH2:20][CH:15]([C:6]3[C:5]4[C:10](=[CH:11][C:12]([O:13][CH3:14])=[C:3]([O:2][CH3:1])[CH:4]=4)[N:9]=[CH:8][N:7]=3)[CH2:16][CH2:17]2)=[O:36])=[CH:32][CH:33]=1)[C:22]1[CH:23]=[CH:24][CH:25]=[CH:26][CH:27]=1. The yield is 0.440.